From a dataset of Forward reaction prediction with 1.9M reactions from USPTO patents (1976-2016). Predict the product of the given reaction. The product is: [N:25]1([NH:24][C:3]([C:5]2[O:9][N:8]=[C:7]([O:10][CH2:11][C:12]3[C:13]([C:18]4[CH:23]=[CH:22][CH:21]=[CH:20][N:19]=4)=[N:14][O:15][C:16]=3[CH3:17])[CH:6]=2)=[O:4])[CH2:30][CH2:29][CH2:28][CH2:27][CH2:26]1. Given the reactants CO[C:3]([C:5]1[O:9][N:8]=[C:7]([O:10][CH2:11][C:12]2[C:13]([C:18]3[CH:23]=[CH:22][CH:21]=[CH:20][N:19]=3)=[N:14][O:15][C:16]=2[CH3:17])[CH:6]=1)=[O:4].[NH2:24][N:25]1[CH2:30][CH2:29][CH2:28][CH2:27][CH2:26]1, predict the reaction product.